From a dataset of Forward reaction prediction with 1.9M reactions from USPTO patents (1976-2016). Predict the product of the given reaction. (1) Given the reactants [C:1]([O:5][C:6](=[O:35])[C:7]([S:10][C:11]1[S:12][CH:13]=[C:14]([CH2:16][CH2:17][N:18]([CH2:27][C:28]2[CH:33]=[CH:32][C:31]([NH2:34])=[CH:30][CH:29]=2)[C:19]2[N:24]=[CH:23][C:22]([CH2:25][CH3:26])=[CH:21][N:20]=2)[N:15]=1)([CH3:9])[CH3:8])([CH3:4])([CH3:3])[CH3:2].[C:36](O)(=O)[CH3:37].[C:40](=O)([O-])O.[Na+], predict the reaction product. The product is: [C:1]([O:5][C:6](=[O:35])[C:7]([S:10][C:11]1[S:12][CH:13]=[C:14]([CH2:16][CH2:17][N:18]([C:19]2[N:24]=[CH:23][C:22]([CH2:25][CH3:26])=[CH:21][N:20]=2)[CH2:27][C:28]2[CH:29]=[CH:30][C:31]([NH:34][CH2:40][CH2:36][CH3:37])=[CH:32][CH:33]=2)[N:15]=1)([CH3:8])[CH3:9])([CH3:2])([CH3:3])[CH3:4]. (2) Given the reactants [CH3:1][S:2][C:3](SC)=[CH:4][N+:5]([O-:7])=[O:6].[CH3:10][C:11]([C:13]1[CH:18]=[CH:17][CH:16]=[C:15]([NH2:19])[CH:14]=1)=[O:12], predict the reaction product. The product is: [CH3:1][S:2][C:3]([NH:19][C:15]1[CH:16]=[CH:17][CH:18]=[C:13]([C:11](=[O:12])[CH3:10])[CH:14]=1)=[CH:4][N+:5]([O-:7])=[O:6].